This data is from Catalyst prediction with 721,799 reactions and 888 catalyst types from USPTO. The task is: Predict which catalyst facilitates the given reaction. Reactant: [Cl:1][C:2]1[S:3][C:4]([C:19]([O:21]CC)=[O:20])=[C:5]([O:7][CH2:8][C:9]2[CH:14]=[CH:13][CH:12]=[CH:11][C:10]=2[C:15]([F:18])([F:17])[F:16])[N:6]=1.[Li+].[OH-].[OH-].[Na+].C(OCC)C. The catalyst class is: 7. Product: [Cl:1][C:2]1[S:3][C:4]([C:19]([OH:21])=[O:20])=[C:5]([O:7][CH2:8][C:9]2[CH:14]=[CH:13][CH:12]=[CH:11][C:10]=2[C:15]([F:17])([F:16])[F:18])[N:6]=1.